This data is from Full USPTO retrosynthesis dataset with 1.9M reactions from patents (1976-2016). The task is: Predict the reactants needed to synthesize the given product. (1) Given the product [O:1]=[C:2]1[C:11]2[NH:12][CH:13]=[CH:14][C:10]=2[C:9]2[CH:8]=[C:7]([CH2:15][CH2:16][C:17]3[CH:18]=[CH:19][CH:20]=[CH:21][CH:22]=3)[CH:6]=[CH:5][C:4]=2[NH:3]1.[CH2:23]([C:25]([O-:27])=[O:26])[CH3:24], predict the reactants needed to synthesize it. The reactants are: [O:1]=[C:2]1[C:11]2[NH:12][CH:13]=[CH:14][C:10]=2[C:9]2[CH:8]=[C:7]([C:15]#[C:16][C:17]3[CH:22]=[CH:21][CH:20]=[CH:19][CH:18]=3)[CH:6]=[CH:5][C:4]=2[NH:3]1.[CH2:23]([C:25]([O-:27])=[O:26])[CH3:24]. (2) Given the product [Br:15][C:16]1[CH:17]=[C:18]([O:25][CH3:26])[CH:19]=[C:20]2[C:24]=1[N:23]([C:7]1[C:6](=[O:13])[N:5]([CH:1]([CH3:2])[CH2:3][CH3:4])[CH:10]=[C:9]([Cl:11])[N:8]=1)[CH2:22][CH2:21]2, predict the reactants needed to synthesize it. The reactants are: [CH:1]([N:5]1[CH:10]=[C:9]([Cl:11])[N:8]=[C:7](Cl)[C:6]1=[O:13])([CH2:3][CH3:4])[CH3:2].Cl.[Br:15][C:16]1[CH:17]=[C:18]([O:25][CH3:26])[CH:19]=[C:20]2[C:24]=1[NH:23][CH2:22][CH2:21]2.